This data is from Catalyst prediction with 721,799 reactions and 888 catalyst types from USPTO. The task is: Predict which catalyst facilitates the given reaction. (1) Reactant: [H-].[Na+].C(OP([CH2:11][C:12]1[S:13][C:14]2[C:20]([C:21]3[CH:22]=[C:23]([CH:29]=[CH:30][CH:31]=3)[C:24]([O:26][CH2:27][CH3:28])=[O:25])=[CH:19][CH:18]=[CH:17][C:15]=2[CH:16]=1)(OCC)=O)C.[F:32][C:33]([F:43])([F:42])[C:34]1[CH:35]=[C:36]([CH:39]=[CH:40][CH:41]=1)[CH:37]=O.[Cl-].[NH4+]. Product: [F:32][C:33]([F:42])([F:43])[C:34]1[CH:35]=[C:36](/[CH:37]=[CH:11]/[C:12]2[S:13][C:14]3[C:20]([C:21]4[CH:22]=[C:23]([CH:29]=[CH:30][CH:31]=4)[C:24]([O:26][CH2:27][CH3:28])=[O:25])=[CH:19][CH:18]=[CH:17][C:15]=3[CH:16]=2)[CH:39]=[CH:40][CH:41]=1. The catalyst class is: 1. (2) Reactant: CS(O[CH2:6][CH2:7][N:8]1[C:16]2[N:15]=[C:14]([NH2:17])[N:13]3[N:18]=[C:19]([C:21]4[O:22][CH:23]=[CH:24][CH:25]=4)[N:20]=[C:12]3[C:11]=2[CH:10]=[CH:9]1)(=O)=O.Cl.Cl.[CH3:28][C:29]1[C:30]2[CH:44]=[CH:43][CH:42]=[CH:41][C:31]=2[S:32][C:33]=1[CH2:34][N:35]1[CH2:40][CH2:39][NH:38][CH2:37][CH2:36]1.CCN(C(C)C)C(C)C. Product: [O:22]1[CH:23]=[CH:24][CH:25]=[C:21]1[C:19]1[N:20]=[C:12]2[N:13]([C:14]([NH2:17])=[N:15][C:16]3[N:8]([CH2:7][CH2:6][N:38]4[CH2:39][CH2:40][N:35]([CH2:34][C:33]5[S:32][C:31]6[CH:41]=[CH:42][CH:43]=[CH:44][C:30]=6[C:29]=5[CH3:28])[CH2:36][CH2:37]4)[CH:9]=[CH:10][C:11]=32)[N:18]=1. The catalyst class is: 3. (3) Reactant: [OH:1][C:2]([C:5]1[CH:31]=[CH:30][C:8]([C:9]([NH:11][C:12]2[CH:17]=[C:16]([N:18]3[CH2:23][CH2:22][CH2:21][C@@H:20]([C:24]([OH:26])=O)[CH2:19]3)[N:15]3[N:27]=[CH:28][CH:29]=[C:14]3[N:13]=2)=[O:10])=[CH:7][CH:6]=1)([CH3:4])[CH3:3].[CH3:32][NH:33][CH3:34].CCN=C=NCCCN(C)C.C1C=CC2N(O)N=NC=2C=1. Product: [OH:1][C:2]([C:5]1[CH:31]=[CH:30][C:8]([C:9]([NH:11][C:12]2[CH:17]=[C:16]([N:18]3[CH2:23][CH2:22][CH2:21][C@@H:20]([C:24]([N:33]([CH3:34])[CH3:32])=[O:26])[CH2:19]3)[N:15]3[N:27]=[CH:28][CH:29]=[C:14]3[N:13]=2)=[O:10])=[CH:7][CH:6]=1)([CH3:3])[CH3:4]. The catalyst class is: 3.